Dataset: Reaction yield outcomes from USPTO patents with 853,638 reactions. Task: Predict the reaction yield, written as a fraction of the theoretical maximum amount of product (1.0 means a 100% yield; for example, 0.34 means a 34% yield). (1) The reactants are [CH3:1][O:2][C:3](=[O:23])[NH:4][CH:5]([C:9]([N:11]1[CH2:15][CH2:14][CH2:13][CH:12]1[C:16]1[NH:17][C:18]([C:21]#[CH:22])=[CH:19][N:20]=1)=[O:10])[CH:6]([CH3:8])[CH3:7].[Br:24][C:25]1[CH:30]=[CH:29][C:28](Br)=[CH:27][CH:26]=1.C(N(CC)CC)C. The catalyst is CN(C=O)C.C1C=CC([P]([Pd]([P](C2C=CC=CC=2)(C2C=CC=CC=2)C2C=CC=CC=2)([P](C2C=CC=CC=2)(C2C=CC=CC=2)C2C=CC=CC=2)[P](C2C=CC=CC=2)(C2C=CC=CC=2)C2C=CC=CC=2)(C2C=CC=CC=2)C2C=CC=CC=2)=CC=1.[Cu]I. The product is [CH3:1][O:2][C:3](=[O:23])[NH:4][CH:5]([C:9]([N:11]1[CH2:15][CH2:14][CH2:13][CH:12]1[C:16]1[NH:17][C:18]([C:21]#[C:22][C:28]2[CH:29]=[CH:30][C:25]([Br:24])=[CH:26][CH:27]=2)=[CH:19][N:20]=1)=[O:10])[CH:6]([CH3:8])[CH3:7]. The yield is 0.510. (2) The reactants are [N+:1]([O-:4])(O)=[O:2].[Cl:5][C:6]([Cl:15])([Cl:14])[C:7]([C:9]1[NH:10][CH:11]=[CH:12][CH:13]=1)=[O:8]. The catalyst is C(OC(=O)C)(=O)C. The product is [Cl:15][C:6]([Cl:5])([Cl:14])[C:7]([C:9]1[NH:10][CH:11]=[C:12]([N+:1]([O-:4])=[O:2])[CH:13]=1)=[O:8]. The yield is 0.550. (3) The reactants are [OH:1][C:2]1[CH:3]=[N:4][CH:5]=[CH:6][CH:7]=1.[H-].[Na+].[Cl:10][CH2:11][CH2:12][CH2:13]I.O. The catalyst is CN(C)C=O.[Na+].[Cl-]. The product is [Cl:10][CH2:11][CH2:12][CH2:13][O:1][C:2]1[CH:3]=[N:4][CH:5]=[CH:6][CH:7]=1. The yield is 0.873. (4) The reactants are [OH:1][NH:2][C:3]([C:5]1[CH:6]=[N:7][C:8]([N:11]([CH2:13][C:14]2[S:22][C:21]3[C:20]([N:23]4[CH2:28][CH2:27][O:26][CH2:25][CH2:24]4)=[N:19][C:18]([C:29]4[CH:30]=[N:31][C:32]([O:35][CH3:36])=[CH:33][CH:34]=4)=[N:17][C:16]=3[CH:15]=2)[CH3:12])=[N:9][CH:10]=1)=[O:4].[S:37](=[O:41])(=[O:40])([OH:39])[OH:38]. The catalyst is C(Cl)Cl.CO. The product is [S:37]([OH:41])([OH:40])(=[O:39])=[O:38].[OH:1][NH:2][C:3]([C:5]1[CH:10]=[N:9][C:8]([N:11]([CH2:13][C:14]2[S:22][C:21]3[C:20]([N:23]4[CH2:28][CH2:27][O:26][CH2:25][CH2:24]4)=[N:19][C:18]([C:29]4[CH:30]=[N:31][C:32]([O:35][CH3:36])=[CH:33][CH:34]=4)=[N:17][C:16]=3[CH:15]=2)[CH3:12])=[N:7][CH:6]=1)=[O:4]. The yield is 0.760. (5) The reactants are [N:1]1[CH:6]=[CH:5][C:4]([CH:7]=O)=[CH:3][CH:2]=1.[NH2:9][CH2:10][CH2:11][C:12]1[CH:13]=[N:14][CH:15]=[CH:16][CH:17]=1.CO.[BH4-].[Na+]. The catalyst is O. The product is [N:14]1[CH:15]=[CH:16][CH:17]=[C:12]([CH2:11][CH2:10][NH:9][CH2:7][C:4]2[CH:5]=[CH:6][N:1]=[CH:2][CH:3]=2)[CH:13]=1. The yield is 0.940. (6) The reactants are [CH:1]([C:3]1[CH:8]=[CH:7][C:6]([C:9]([O:11][CH3:12])=[O:10])=[CH:5][C:4]=1[C:13]([O:15][CH3:16])=[O:14])=[CH2:2].CC(N=NC(C#N)(C)C)(C#N)C.[C:29]([OH:32])(=[S:31])[CH3:30]. The catalyst is C1C=CC=CC=1.C([O-])(O)=O.[Na+]. The product is [C:29]([S:31][CH2:2][CH2:1][C:3]1[CH:8]=[CH:7][C:6]([C:9]([O:11][CH3:12])=[O:10])=[CH:5][C:4]=1[C:13]([O:15][CH3:16])=[O:14])(=[O:32])[CH3:30]. The yield is 0.270. (7) The reactants are [NH2:1][C:2]1[C:3]([O:14][CH3:15])=[C:4]([CH:9]=[C:10](Br)[C:11]=1[F:12])[C:5]([O:7][CH3:8])=[O:6].[C:16]1(B(O)O)[CH:21]=[CH:20][CH:19]=[CH:18][CH:17]=1.P([O-])([O-])([O-])=O.[K+].[K+].[K+]. The catalyst is O1CCOCC1.C1C=CC([P]([Pd]([P](C2C=CC=CC=2)(C2C=CC=CC=2)C2C=CC=CC=2)([P](C2C=CC=CC=2)(C2C=CC=CC=2)C2C=CC=CC=2)[P](C2C=CC=CC=2)(C2C=CC=CC=2)C2C=CC=CC=2)(C2C=CC=CC=2)C2C=CC=CC=2)=CC=1. The product is [NH2:1][C:2]1[C:3]([O:14][CH3:15])=[C:4]([C:5]([O:7][CH3:8])=[O:6])[CH:9]=[C:10]([C:16]2[CH:21]=[CH:20][CH:19]=[CH:18][CH:17]=2)[C:11]=1[F:12]. The yield is 0.920.